Task: Predict the product of the given reaction.. Dataset: Forward reaction prediction with 1.9M reactions from USPTO patents (1976-2016) (1) Given the reactants [CH3:1][O:2][C:3]1[CH:4]=[C:5]([C:13]2[N:18]=[CH:17][N:16]=[C:15](C=O)[CH:14]=2)[CH:6]=[C:7]([O:11][CH3:12])[C:8]=1[O:9][CH3:10].[BH4-].[Na+].C[OH:24], predict the reaction product. The product is: [OH:24][C:15]1[CH:14]=[C:13]([C:5]2[CH:4]=[C:3]([O:2][CH3:1])[C:8]([O:9][CH3:10])=[C:7]([O:11][CH3:12])[CH:6]=2)[N:18]=[CH:17][N:16]=1. (2) Given the reactants [CH3:1][O:2][C:3]1[CH:8]=[CH:7][C:6]([C:9]2[CH:14]=[CH:13][C:12]([S:15]([NH:18][CH:19]([C:24]3([CH3:40])[CH2:28][CH2:27][CH:26]([N:29]([CH2:33][C:34]4[CH:39]=[CH:38][CH:37]=[CH:36][CH:35]=4)[C:30](=[O:32])[CH3:31])[CH2:25]3)[C:20]([O:22]C)=[O:21])(=[O:17])=[O:16])=[CH:11][CH:10]=2)=[CH:5][CH:4]=1.C(N)C1C=CC=CC=1.C(Cl)(=O)C, predict the reaction product. The product is: [CH3:1][O:2][C:3]1[CH:8]=[CH:7][C:6]([C:9]2[CH:10]=[CH:11][C:12]([S:15]([NH:18][CH:19]([C:24]3([CH3:40])[CH2:28][CH2:27][CH:26]([N:29]([CH2:33][C:34]4[CH:39]=[CH:38][CH:37]=[CH:36][CH:35]=4)[C:30](=[O:32])[CH3:31])[CH2:25]3)[C:20]([OH:22])=[O:21])(=[O:16])=[O:17])=[CH:13][CH:14]=2)=[CH:5][CH:4]=1. (3) Given the reactants C[O:2][C:3](=[O:15])[C:4]1[CH:9]=[CH:8][CH:7]=[C:6]([O:10][S:11]([CH3:14])(=[O:13])=[O:12])[CH:5]=1.[OH-].[Na+], predict the reaction product. The product is: [CH3:14][S:11]([O:10][C:6]1[CH:5]=[C:4]([CH:9]=[CH:8][CH:7]=1)[C:3]([OH:15])=[O:2])(=[O:13])=[O:12]. (4) Given the reactants [OH:1][C:2]1[C:3]2[C:7]([CH:8]=[C:9]([C:11]([O:13][CH2:14][CH3:15])=[O:12])[CH:10]=1)=[N:6][N:5]([CH:16]([CH3:18])[CH3:17])[CH:4]=2.[N:19]1([C:23]([C:25]2[CH:30]=[N:29][C:28](Cl)=[CH:27][N:26]=2)=[O:24])[CH2:22][CH2:21][CH2:20]1, predict the reaction product. The product is: [N:19]1([C:23]([C:25]2[N:26]=[CH:27][C:28]([O:1][C:2]3[C:3]4[C:7]([CH:8]=[C:9]([C:11]([O:13][CH2:14][CH3:15])=[O:12])[CH:10]=3)=[N:6][N:5]([CH:16]([CH3:17])[CH3:18])[CH:4]=4)=[N:29][CH:30]=2)=[O:24])[CH2:22][CH2:21][CH2:20]1. (5) Given the reactants [S:1]1[CH:5]=[CH:4][CH:3]=[C:2]1[C:6]1[CH:10]=[CH:9][NH:8][N:7]=1.[H-].[Na+].[CH2:13](I)[CH3:14].O, predict the reaction product. The product is: [CH2:13]([N:8]1[CH:9]=[CH:10][C:6]([C:2]2[S:1][CH:5]=[CH:4][CH:3]=2)=[N:7]1)[CH3:14].[CH2:13]([N:7]1[C:6]([C:2]2[S:1][CH:5]=[CH:4][CH:3]=2)=[CH:10][CH:9]=[N:8]1)[CH3:14]. (6) The product is: [N:8]1([C:42]([O:44][CH2:45][C:46]2[CH:51]=[CH:50][CH:49]=[CH:48][CH:47]=2)=[O:43])[CH2:10][C@H:9]1[C:11]([O:13][CH3:14])=[O:12]. Given the reactants C1(C(C2C=CC=CC=2)(C2C=CC=CC=2)[N:8]2[CH2:10][C@H:9]2[C:11]([O:13][CH3:14])=[O:12])C=CC=CC=1.C(O)(C(F)(F)F)=O.C(N(CC)CC)C.Cl[C:42]([O:44][CH2:45][C:46]1[CH:51]=[CH:50][CH:49]=[CH:48][CH:47]=1)=[O:43].C([O-])(O)=O.[Na+], predict the reaction product.